Dataset: Catalyst prediction with 721,799 reactions and 888 catalyst types from USPTO. Task: Predict which catalyst facilitates the given reaction. (1) The catalyst class is: 1. Reactant: N(C1C(C)=CC([N+]([O-])=O)=CN=1)N.FC(F)C(OC(=O)C(F)F)=O.[F:24][CH:25]([F:40])[C:26]([NH:28][NH:29][C:30]1[C:35]([CH3:36])=[CH:34][C:33]([N+:37]([O-:39])=[O:38])=[CH:32][N:31]=1)=O. Product: [F:24][CH:25]([F:40])[C:26]1[N:31]2[CH:32]=[C:33]([N+:37]([O-:39])=[O:38])[CH:34]=[C:35]([CH3:36])[C:30]2=[N:29][N:28]=1. (2) Reactant: [F:1][C:2]([F:21])([F:20])[C:3]1[CH:4]=[C:5]([C@H:13]([N:15]([CH3:19])[C:16](Cl)=[O:17])[CH3:14])[CH:6]=[C:7]([C:9]([F:12])([F:11])[F:10])[CH:8]=1.[CH:22](N(CC)C(C)C)(C)C.[CH2:31]([N:38]1[CH2:46][CH:45]2[CH:40]([CH:41]([C:47]3[CH:52]=[CH:51][C:50](F)=[CH:49][CH:48]=3)[NH:42][CH2:43][CH2:44]2)[CH2:39]1)[C:32]1[CH:37]=[CH:36][CH:35]=[CH:34][CH:33]=1. Product: [CH2:31]([N:38]1[CH2:46][C@@H:45]2[C@H:40]([C@H:41]([C:47]3[CH:52]=[CH:51][CH:50]=[CH:49][C:48]=3[CH3:22])[N:42]([C:16]([N:15]([C@@H:13]([C:5]3[CH:4]=[C:3]([C:2]([F:21])([F:20])[F:1])[CH:8]=[C:7]([C:9]([F:12])([F:11])[F:10])[CH:6]=3)[CH3:14])[CH3:19])=[O:17])[CH2:43][CH2:44]2)[CH2:39]1)[C:32]1[CH:37]=[CH:36][CH:35]=[CH:34][CH:33]=1. The catalyst class is: 79. (3) Product: [CH3:31][O:30][C:27]1[N:26]=[CH:25][C:24]([C@H:20]([NH:19][C:2]2[C:3]3[CH2:11][N:10]([C:12]4[CH:17]=[CH:16][C:15]([CH3:18])=[CH:14][N:13]=4)[CH2:9][CH2:8][C:4]=3[N:5]=[CH:6][N:7]=2)[CH2:21][CH2:22][OH:23])=[CH:29][CH:28]=1. Reactant: Cl[C:2]1[C:3]2[CH2:11][N:10]([C:12]3[CH:17]=[CH:16][C:15]([CH3:18])=[CH:14][N:13]=3)[CH2:9][CH2:8][C:4]=2[N:5]=[CH:6][N:7]=1.[NH2:19][C@@H:20]([C:24]1[CH:25]=[N:26][C:27]([O:30][CH3:31])=[CH:28][CH:29]=1)[CH2:21][CH2:22][OH:23].C(N(CC)C(C)C)(C)C. The catalyst class is: 10. (4) Reactant: [C:1]([CH2:9][CH2:10][C:11]([OH:13])=O)(=O)[C:2]1[CH:7]=[CH:6][CH:5]=[CH:4][CH:3]=1.Cl.Cl.[CH2:16]([NH:23][NH2:24])[C:17]1[CH:22]=[CH:21][CH:20]=[CH:19][CH:18]=1.C([O-])(=O)C.[Na+]. Product: [CH2:16]([N:23]1[C:11](=[O:13])[CH2:10][CH2:9][C:1]([C:2]2[CH:3]=[CH:4][CH:5]=[CH:6][CH:7]=2)=[N:24]1)[C:17]1[CH:22]=[CH:21][CH:20]=[CH:19][CH:18]=1. The catalyst class is: 8. (5) Reactant: CN1CCOCC1.ClC(OCC(C)C)=O.N[C:17]1[CH:28]=[C:21]2[C:22]([O:24][C:25](=[O:27])[NH:26][C:20]2=[CH:19][CH:18]=1)=[O:23].CN1CCOCC1.ClC(OCC(C)C)=O.C(=O)([O-])N. Product: [C:21]12[C:20](=[CH:19][CH:18]=[CH:17][CH:28]=1)[NH:26][C:25](=[O:27])[O:24][C:22]2=[O:23]. The catalyst class is: 3. (6) Reactant: [CH3:1][C:2]1([CH3:14])[C:6]([CH3:8])([CH3:7])[O:5][B:4]([C:9]2[CH:10]=[N:11][NH:12][CH:13]=2)[O:3]1.Br[CH2:16][CH2:17][O:18][Si:19]([C:22]([CH3:25])([CH3:24])[CH3:23])([CH3:21])[CH3:20].C(=O)([O-])[O-].[Cs+].[Cs+]. Product: [Si:19]([O:18][CH2:17][CH2:16][N:12]1[CH:13]=[C:9]([B:4]2[O:5][C:6]([CH3:7])([CH3:8])[C:2]([CH3:14])([CH3:1])[O:3]2)[CH:10]=[N:11]1)([C:22]([CH3:25])([CH3:24])[CH3:23])([CH3:21])[CH3:20]. The catalyst class is: 115. (7) Reactant: Br[C:2]1[N:7]=[C:6]([C:8]([OH:10])=[O:9])[CH:5]=[CH:4][CH:3]=1.C([O-])([O-])=O.[Na+].[Na+].[F:17][C:18]1[CH:23]=[CH:22][C:21](B2OCC(C)(C)CO2)=[CH:20][CH:19]=1.CCO. Product: [F:17][C:18]1[CH:23]=[CH:22][C:21]([C:2]2[N:7]=[C:6]([C:8]([OH:10])=[O:9])[CH:5]=[CH:4][CH:3]=2)=[CH:20][CH:19]=1. The catalyst class is: 104. (8) Reactant: [CH2:1]([O:4][CH2:5][C:6]([CH2:17][OH:18])([CH2:12][O:13][CH2:14][CH:15]=[CH2:16])[CH2:7][O:8][CH2:9][CH:10]=[CH2:11])[CH:2]=[CH2:3].[H-].[Na+].[CH2:21](Br)[CH:22]=[CH2:23]. Product: [CH2:9]([O:8][CH2:7][C:6]([CH2:17][O:18][CH2:23][CH:22]=[CH2:21])([CH2:12][O:13][CH2:14][CH:15]=[CH2:16])[CH2:5][O:4][CH2:1][CH:2]=[CH2:3])[CH:10]=[CH2:11]. The catalyst class is: 1.